From a dataset of Catalyst prediction with 721,799 reactions and 888 catalyst types from USPTO. Predict which catalyst facilitates the given reaction. (1) Reactant: [CH:1]1([N:4]2[C:13]3[C:8](=[CH:9][C:10]([F:19])=[C:11]([F:18])[C:12]=3[O:14][CH:15]([F:17])[F:16])[C:7](=[O:20])[C:6]([C:21]([O:23][CH2:24][CH3:25])=[O:22])=[CH:5]2)[CH2:3][CH2:2]1.[N+:26]([O-])([O-:28])=[O:27].[K+]. Product: [CH:1]1([N:4]2[C:13]3[C:8](=[C:9]([N+:26]([O-:28])=[O:27])[C:10]([F:19])=[C:11]([F:18])[C:12]=3[O:14][CH:15]([F:16])[F:17])[C:7](=[O:20])[C:6]([C:21]([O:23][CH2:24][CH3:25])=[O:22])=[CH:5]2)[CH2:2][CH2:3]1. The catalyst class is: 65. (2) Reactant: [N:1]([C@@H:4]1[CH2:8][O:7][C@@H:6]2[C@@H:9]([N:12]=[N+]=[N-])[CH2:10][O:11][C@H:5]12)=[N+]=[N-]. Product: [O:7]1[CH2:8][C@@H:4]([NH2:1])[C@H:5]2[O:11][CH2:10][C@H:9]([NH2:12])[C@@H:6]12. The catalyst class is: 19. (3) Reactant: [Cl:1][C:2]1[C:7]([Cl:8])=[C:6]([C:9]2[S:13][C:12]([C:14]([NH:16][NH:17][C:18](=O)[C:19]([OH:22])([CH3:21])[CH3:20])=[O:15])=[N:11][C:10]=2[CH2:24][N:25]2[CH2:30][CH2:29][CH2:28][C:27]([F:32])([F:31])[CH2:26]2)[CH:5]=[CH:4][C:3]=1[S:33]([NH:36][C@@H:37]([CH2:42][CH3:43])[C:38]([F:41])([F:40])[F:39])(=[O:35])=[O:34].S(Cl)(C1C=CC(C)=CC=1)(=O)=O.O. Product: [Cl:1][C:2]1[C:7]([Cl:8])=[C:6]([C:9]2[S:13][C:12]([C:14]3[O:15][C:18]([C:19]([OH:22])([CH3:21])[CH3:20])=[N:17][N:16]=3)=[N:11][C:10]=2[CH2:24][N:25]2[CH2:30][CH2:29][CH2:28][C:27]([F:32])([F:31])[CH2:26]2)[CH:5]=[CH:4][C:3]=1[S:33]([NH:36][C@@H:37]([CH2:42][CH3:43])[C:38]([F:41])([F:39])[F:40])(=[O:35])=[O:34]. The catalyst class is: 2. (4) Reactant: [F:1][C:2]([F:22])([F:21])[CH:3]([C:5]1[CH:10]=[CH:9][C:8]([O:11][C:12]2[CH:17]=[CH:16][CH:15]=[C:14]([F:18])[N:13]=2)=[C:7]([O:19][CH3:20])[CH:6]=1)O.CCN(S(F)(F)[F:29])CC. Product: [F:18][C:14]1[CH:15]=[CH:16][CH:17]=[C:12]([O:11][C:8]2[CH:9]=[CH:10][C:5]([CH:3]([F:29])[C:2]([F:22])([F:21])[F:1])=[CH:6][C:7]=2[O:19][CH3:20])[N:13]=1. The catalyst class is: 4. (5) Reactant: [CH3:1][C:2]1[C:6]2[CH:7]=[CH:8][C:9]([C:11]([F:14])([F:13])[F:12])=[CH:10][C:5]=2[S:4][C:3]=1[CH:15]([CH2:30][CH2:31][CH2:32][CH3:33])[CH2:16][CH2:17][S:18][C:19]1[S:20][CH:21]=[C:22]([CH2:24][C:25]([O:27]CC)=[O:26])[N:23]=1.[OH-].[Na+]. Product: [CH3:1][C:2]1[C:6]2[CH:7]=[CH:8][C:9]([C:11]([F:13])([F:14])[F:12])=[CH:10][C:5]=2[S:4][C:3]=1[CH:15]([CH2:30][CH2:31][CH2:32][CH3:33])[CH2:16][CH2:17][S:18][C:19]1[S:20][CH:21]=[C:22]([CH2:24][C:25]([OH:27])=[O:26])[N:23]=1. The catalyst class is: 92. (6) Reactant: [CH3:1][O:2][C:3]1[CH:8]=[CH:7][CH:6]=[CH:5][C:4]=1[OH:9].C(=O)([O-])[O-].[K+].[K+].Br[CH2:17][CH2:18][NH:19][C:20](=[O:26])[O:21][C:22]([CH3:25])([CH3:24])[CH3:23]. Product: [CH3:1][O:2][C:3]1[CH:8]=[CH:7][CH:6]=[CH:5][C:4]=1[O:9][CH2:17][CH2:18][NH:19][C:20](=[O:26])[O:21][C:22]([CH3:25])([CH3:24])[CH3:23]. The catalyst class is: 9. (7) Reactant: [C:1]([OH:9])(=O)[C:2]1[CH:7]=[CH:6][CH:5]=[N:4][CH:3]=1.[CH3:10][N:11](C)[C:12](Cl)=O.CN1C=CN=C1. Product: [CH3:10][N:11]([CH3:12])[C:1](=[O:9])[C:2]1[CH:7]=[CH:6][CH:5]=[N:4][CH:3]=1. The catalyst class is: 6.